Task: Predict which catalyst facilitates the given reaction.. Dataset: Catalyst prediction with 721,799 reactions and 888 catalyst types from USPTO Reactant: [C:9](O[C:9]([O:11][C:12]([CH3:15])([CH3:14])[CH3:13])=[O:10])([O:11][C:12]([CH3:15])([CH3:14])[CH3:13])=[O:10].[CH2:16]([NH:18][CH2:19][CH2:20][OH:21])[CH3:17]. Product: [OH:21][CH2:20][CH2:19][N:18]([CH2:16][CH3:17])[C:9](=[O:10])[O:11][C:12]([CH3:13])([CH3:14])[CH3:15]. The catalyst class is: 4.